From a dataset of Full USPTO retrosynthesis dataset with 1.9M reactions from patents (1976-2016). Predict the reactants needed to synthesize the given product. (1) Given the product [CH3:35][C@:36]12[CH2:52][CH2:51][C:50](=[O:53])[CH2:49][CH:48]1[CH2:47][C:46](=[O:54])[C@@H:45]1[C@@H:37]2[CH2:38][C:39](=[O:75])[C@@:40]2([CH3:74])[C@H:44]1[CH2:43][CH2:42][C@@H:41]2[C@H:55]([CH3:73])[CH2:56][CH2:57][C:58]([O:60][CH2:61][CH2:62][C:63]([F:72])([F:71])[C:64]([F:69])([F:70])[S:65]([O-:68])(=[O:66])=[O:67])=[O:59].[CH2:2]([C:4]1([O:9][C:10](=[O:34])[CH2:11][O:12][C:13]2[C:14]([CH3:33])=[CH:15][C:16]([S+:20]3[C:21]4[CH:32]=[CH:31][CH:30]=[CH:29][C:22]=4[C:23]4[CH:28]=[CH:27][CH:26]=[CH:25][C:24]3=4)=[CH:17][C:18]=2[CH3:19])[CH2:8][CH2:7][CH2:6][CH2:5]1)[CH3:3], predict the reactants needed to synthesize it. The reactants are: [Br-].[CH2:2]([C:4]1([O:9][C:10](=[O:34])[CH2:11][O:12][C:13]2[C:18]([CH3:19])=[CH:17][C:16]([S+:20]3[C:24]4[CH:25]=[CH:26][CH:27]=[CH:28][C:23]=4[C:22]4[CH:29]=[CH:30][CH:31]=[CH:32][C:21]3=4)=[CH:15][C:14]=2[CH3:33])[CH2:8][CH2:7][CH2:6][CH2:5]1)[CH3:3].[CH3:35][C@:36]12[CH2:52][CH2:51][C:50](=[O:53])[CH2:49][CH:48]1[CH2:47][C:46](=[O:54])[C@@H:45]1[C@@H:37]2[CH2:38][C:39](=[O:75])[C@@:40]2([CH3:74])[C@H:44]1[CH2:43][CH2:42][C@@H:41]2[C@H:55]([CH3:73])[CH2:56][CH2:57][C:58]([O:60][CH2:61][CH2:62][C:63]([F:72])([F:71])[C:64]([F:70])([F:69])[S:65]([O-:68])(=[O:67])=[O:66])=[O:59].[Na+].O. (2) Given the product [Br:18][C:16]1[CH:15]=[CH:14][C:10]2[O:11][CH2:12][CH2:13][C@@H:7]3[CH2:6][S:5][C:2]([NH2:3])=[N:4][C@:8]3([CH3:19])[C:9]=2[CH:17]=1, predict the reactants needed to synthesize it. The reactants are: Cl.[C:2]([S:5][CH2:6][C:7]1[CH2:13][CH2:12][O:11][C:10]2[CH:14]=[CH:15][C:16]([Br:18])=[CH:17][C:9]=2[C:8]=1[CH3:19])(=[NH:4])[NH2:3].OS(C(F)(F)F)(=O)=O.[OH-].[Na+].C([O-])(O)=O.[Na+]. (3) Given the product [CH:10]1([O:16][C:17]2[CH:22]=[CH:21][C:20]([C:23]3[C:24]4=[N:29][S:6](=[O:8])(=[O:7])[CH2:5][CH2:4][N:25]4[CH:26]=[CH:27][CH:28]=3)=[CH:19][CH:18]=2)[CH2:11][CH2:12][CH2:13][CH2:14][CH2:15]1, predict the reactants needed to synthesize it. The reactants are: [H-].[Na+].Cl[CH2:4][CH2:5][S:6](Cl)(=[O:8])=[O:7].[CH:10]1([O:16][C:17]2[CH:22]=[CH:21][C:20]([C:23]3[C:24]([NH2:29])=[N:25][CH:26]=[CH:27][CH:28]=3)=[CH:19][CH:18]=2)[CH2:15][CH2:14][CH2:13][CH2:12][CH2:11]1. (4) The reactants are: [N:1]1[CH:6]=[CH:5][N:4]=[CH:3][CH:2]=1.[C:7]1([C:19](O)=O)(C(O)=O)[CH2:12][CH2:11][CH2:10][CH2:9][CH:8]1C(O)=O.OO. Given the product [CH:7]1([C:19]2[CH:6]=[N:1][CH:2]=[CH:3][N:4]=2)[CH2:8][CH:9]([C:2]2[CH:3]=[N:4][CH:5]=[CH:6][N:1]=2)[CH2:10][CH:11]([C:2]2[CH:3]=[N:4][CH:5]=[CH:6][N:1]=2)[CH2:12]1, predict the reactants needed to synthesize it. (5) Given the product [N:42]([CH2:23][CH2:22][C:16]1[N:17]([CH3:21])[C:18]2[C:14]([CH:15]=1)=[CH:13][C:12]([C:11]1[N:6]([CH2:5][C:4]3[CH:36]=[CH:37][C:38]([O:40][CH3:41])=[CH:39][C:3]=3[O:2][CH3:1])[C:7](=[O:35])[C:8]([C:31]([O:33][CH3:34])=[O:32])=[CH:9][C:10]=1[CH2:29][CH3:30])=[CH:20][CH:19]=2)=[N+:43]=[N-:44], predict the reactants needed to synthesize it. The reactants are: [CH3:1][O:2][C:3]1[CH:39]=[C:38]([O:40][CH3:41])[CH:37]=[CH:36][C:4]=1[CH2:5][N:6]1[C:11]([C:12]2[CH:13]=[C:14]3[C:18](=[CH:19][CH:20]=2)[N:17]([CH3:21])[C:16]([CH2:22][CH2:23]OS(C)(=O)=O)=[CH:15]3)=[C:10]([CH2:29][CH3:30])[CH:9]=[C:8]([C:31]([O:33][CH3:34])=[O:32])[C:7]1=[O:35].[N-:42]=[N+:43]=[N-:44].[Na+]. (6) The reactants are: [CH3:1][O:2][C:3](=[O:28])[CH2:4][CH2:5][CH2:6][CH2:7][CH2:8][NH:9][C:10]1[C:11]2[C:18]([C:19]3[CH:24]=[CH:23][C:22]([O:25][CH3:26])=[CH:21][CH:20]=3)=[C:17](Br)[O:16][C:12]=2[N:13]=[CH:14][N:15]=1.[F:29][C:30]1[CH:35]=[CH:34][CH:33]=[C:32]([O:36][CH3:37])[C:31]=1B(O)O.C(=O)([O-])[O-].[Na+].[Na+]. Given the product [CH3:1][O:2][C:3](=[O:28])[CH2:4][CH2:5][CH2:6][CH2:7][CH2:8][NH:9][C:10]1[C:11]2[C:18]([C:19]3[CH:24]=[CH:23][C:22]([O:25][CH3:26])=[CH:21][CH:20]=3)=[C:17]([C:31]3[C:32]([O:36][CH3:37])=[CH:33][CH:34]=[CH:35][C:30]=3[F:29])[O:16][C:12]=2[N:13]=[CH:14][N:15]=1, predict the reactants needed to synthesize it. (7) Given the product [C:26]([C:30]1[CH:34]=[C:33]([NH:35][C:36]([NH:22][C:21]2[CH:23]=[CH:24][CH:25]=[C:19]([S:18][C:6]3[C:5]4[C:10](=[CH:11][C:12]([O:13][CH2:14][CH2:15][O:16][CH3:17])=[C:3]([O:2][CH3:1])[CH:4]=4)[N:9]=[CH:8][N:7]=3)[CH:20]=2)=[O:37])[N:32]([C:45]2[CH:46]=[C:47]([CH3:51])[CH:48]=[CH:49][CH:50]=2)[N:31]=1)([CH3:29])([CH3:28])[CH3:27], predict the reactants needed to synthesize it. The reactants are: [CH3:1][O:2][C:3]1[CH:4]=[C:5]2[C:10](=[CH:11][C:12]=1[O:13][CH2:14][CH2:15][O:16][CH3:17])[N:9]=[CH:8][N:7]=[C:6]2[S:18][C:19]1[CH:20]=[C:21]([CH:23]=[CH:24][CH:25]=1)[NH2:22].[C:26]([C:30]1[CH:34]=[C:33]([NH:35][C:36](=O)[O:37]C2C=CC=CC=2)[N:32]([C:45]2[CH:46]=[C:47]([CH3:51])[CH:48]=[CH:49][CH:50]=2)[N:31]=1)([CH3:29])([CH3:28])[CH3:27]. (8) The reactants are: [C:1](/[C:3](=[N:11]\[O:12][CH2:13][C:14]1[N:19]=[C:18]([NH:20][C:21](=[O:27])OC(C)(C)C)[CH:17]=[CH:16][CH:15]=1)/[C:4]1[CH:9]=[CH:8][CH:7]=[C:6]([F:10])[CH:5]=1)#[N:2].[C:28](=O)([O-])[O-].[K+].[K+].Cl.[CH3:35][NH:36][OH:37].[CH3:38][CH:39]([OH:41])[CH3:40].O. Given the product [OH:37][N:36]([CH3:35])[C:1](=[NH:2])/[C:3](=[N:11]\[O:12][CH2:13][C:14]1[N:19]=[C:18]([NH:20][C:21](=[O:27])[O:41][C:39]([CH3:28])([CH3:40])[CH3:38])[CH:17]=[CH:16][CH:15]=1)/[C:4]1[CH:9]=[CH:8][CH:7]=[C:6]([F:10])[CH:5]=1, predict the reactants needed to synthesize it. (9) Given the product [CH3:29][NH:30][CH:36]([CH3:40])[C:37]([NH:15][C:13]1[CH:12]=[C:11]([C:16]2[CH:21]=[CH:20][N:19]=[CH:18][CH:17]=2)[C:10]([C:22]2[CH:23]=[N:24][CH:25]=[N:26][CH:27]=2)=[C:9]([C:8]#[C:7][C:1]2[CH:6]=[CH:5][CH:4]=[CH:3][CH:2]=2)[N:14]=1)=[O:38], predict the reactants needed to synthesize it. The reactants are: [C:1]1([C:7]#[C:8][C:9]2[N:14]=[C:13]([NH2:15])[CH:12]=[C:11]([C:16]3[CH:21]=[CH:20][N:19]=[CH:18][CH:17]=3)[C:10]=2[C:22]2[CH:23]=[N:24][CH:25]=[N:26][CH:27]=2)[CH:6]=[CH:5][CH:4]=[CH:3][CH:2]=1.C[CH2:29][N:30](CC)CC.Br[CH:36]([CH3:40])[C:37](Br)=[O:38].CN. (10) The reactants are: [CH2:1]([S:7][S:8][CH2:9][C@H:10]([NH2:14])[C:11]([OH:13])=[O:12])[C@H:2]([NH2:6])[C:3]([OH:5])=[O:4].[C:15](O[C:15]([O:17][C:18]([CH3:21])([CH3:20])[CH3:19])=[O:16])([O:17][C:18]([CH3:21])([CH3:20])[CH3:19])=[O:16]. Given the product [C:18]([O:17][C:15]([NH:6][C@H:2]([C:3]([OH:5])=[O:4])[CH2:1][S:7][S:8][CH2:9][C@H:10]([NH:14][C:15]([O:17][C:18]([CH3:21])([CH3:20])[CH3:19])=[O:16])[C:11]([OH:13])=[O:12])=[O:16])([CH3:21])([CH3:20])[CH3:19], predict the reactants needed to synthesize it.